From a dataset of Reaction yield outcomes from USPTO patents with 853,638 reactions. Predict the reaction yield, written as a fraction of the theoretical maximum amount of product (1.0 means a 100% yield; for example, 0.34 means a 34% yield). (1) The yield is 0.280. The product is [O:1]1[C:6]2=[CH:7][CH:8]=[CH:9][C:5]2=[CH:4][CH:3]=[C:2]1[C:10]1[CH:15]=[CH:14][CH:13]=[CH:12][C:11]=1[CH2:16][CH2:17][S:18]([NH:21][C:22]1[CH:27]=[CH:26][CH:25]=[CH:24][C:23]=1[S:28]([NH2:31])(=[O:30])=[O:29])(=[O:20])=[O:19]. The catalyst is C(OCC)(=O)C.[Pd]. The reactants are [O:1]1[C:6]2=[CH:7][CH:8]=[CH:9][C:5]2=[CH:4][CH:3]=[C:2]1[C:10]1[CH:15]=[CH:14][CH:13]=[CH:12][C:11]=1/[CH:16]=[CH:17]/[S:18]([NH:21][C:22]1[CH:27]=[CH:26][CH:25]=[CH:24][C:23]=1[S:28]([NH2:31])(=[O:30])=[O:29])(=[O:20])=[O:19].[H][H]. (2) The catalyst is CCO. The product is [Cl:16][C:12]1[CH:11]=[C:10]([C:4]2[N:3]=[C:2]([NH:17][C:18]3[CH:23]=[CH:22][C:21]([CH2:24][CH2:25][OH:26])=[CH:20][CH:19]=3)[CH:7]=[C:6]([CH2:8][CH3:9])[N:5]=2)[CH:15]=[CH:14][CH:13]=1. The yield is 0.700. The reactants are Cl[C:2]1[CH:7]=[C:6]([CH2:8][CH3:9])[N:5]=[C:4]([C:10]2[CH:15]=[CH:14][CH:13]=[C:12]([Cl:16])[CH:11]=2)[N:3]=1.[NH2:17][C:18]1[CH:23]=[CH:22][C:21]([CH2:24][CH2:25][OH:26])=[CH:20][CH:19]=1.Cl.O1CCOCC1.C([O-])(O)=O.[Na+]. (3) The reactants are [CH3:1][N:2]1[CH2:7][CH2:6][N:5]([C:8]([O:10][C@@H:11]2[N:20]([C:21]3[CH:22]=[CH:23][C:24]([Cl:27])=[CH:25][N:26]=3)[C:18](=[O:19])[C:13]3[N:14]=[CH:15][CH:16]=[N:17][C:12]2=3)=[O:9])[CH2:4][CH2:3]1.[C:28]([OH:36])(=[O:35])[C@H:29]([CH2:31][C:32]([OH:34])=[O:33])[OH:30]. The catalyst is C(O)C. The product is [CH3:1][N:2]1[CH2:7][CH2:6][N:5]([C:8]([O:10][C@@H:11]2[N:20]([C:21]3[CH:22]=[CH:23][C:24]([Cl:27])=[CH:25][N:26]=3)[C:18](=[O:19])[C:13]3[N:14]=[CH:15][CH:16]=[N:17][C:12]2=3)=[O:9])[CH2:4][CH2:3]1.[C:28]([O-:36])(=[O:35])[C@H:29]([CH2:31][C:32]([O-:34])=[O:33])[OH:30]. The yield is 0.860. (4) The reactants are [F:1][C:2]1[CH:3]=[C:4]2[C:8](=[CH:9][CH:10]=1)[NH:7][CH:6]=[CH:5]2.Cl.O.[NH:13]1[CH2:18][CH2:17][C:16](=O)[CH2:15][CH2:14]1.[OH-].[K+].O. The catalyst is CO. The product is [F:1][C:2]1[CH:3]=[C:4]2[C:8](=[CH:9][CH:10]=1)[NH:7][CH:6]=[C:5]2[C:16]1[CH2:17][CH2:18][NH:13][CH2:14][CH:15]=1. The yield is 0.600.